Predict the product of the given reaction. From a dataset of Forward reaction prediction with 1.9M reactions from USPTO patents (1976-2016). (1) Given the reactants [CH3:1][O:2][C:3]1[CH:8]=[CH:7][C:6]([C:9]2[S:13][C:12]([C:14]([OH:16])=O)=[C:11]([NH:17][C:18]([NH:20][C:21]3[C:26]([CH3:27])=[CH:25][C:24]([CH3:28])=[CH:23][C:22]=3[CH3:29])=[O:19])[CH:10]=2)=[CH:5][CH:4]=1.CN(C(ON1N=NC2C=CC=NC1=2)=[N+](C)C)C.F[P-](F)(F)(F)(F)F.CCN(C(C)C)C(C)C.Cl.[NH:64]1[CH2:69][CH2:68][CH2:67][CH2:66][C@H:65]1[C:70]([O:72][CH3:73])=[O:71], predict the reaction product. The product is: [CH3:1][O:2][C:3]1[CH:4]=[CH:5][C:6]([C:9]2[S:13][C:12]([C:14]([N:64]3[CH2:69][CH2:68][CH2:67][CH2:66][C@H:65]3[C:70]([O:72][CH3:73])=[O:71])=[O:16])=[C:11]([NH:17][C:18]([NH:20][C:21]3[C:22]([CH3:29])=[CH:23][C:24]([CH3:28])=[CH:25][C:26]=3[CH3:27])=[O:19])[CH:10]=2)=[CH:7][CH:8]=1. (2) Given the reactants [CH3:1][O:2][C:3]1[CH:4]=[C:5]2[CH:11]=[CH:10][NH:9][C:6]2=[N:7][CH:8]=1.[I:12]Cl, predict the reaction product. The product is: [I:12][C:11]1[C:5]2[C:6](=[N:7][CH:8]=[C:3]([O:2][CH3:1])[CH:4]=2)[NH:9][CH:10]=1. (3) Given the reactants Br[C:2]1[CH:10]=[CH:9][C:5]([C:6]([OH:8])=[O:7])=[CH:4]N=1.[CH2:11]([O:13][C:14]1[CH:15]=[C:16](B(O)O)[CH:17]=[CH:18][C:19]=1[O:20][CH3:21])[CH3:12].[C:25]([O-])([O-])=O.[Na+].[Na+].O, predict the reaction product. The product is: [CH2:11]([O:13][C:14]1[CH:15]=[C:16]([C:25]2[CH:2]=[CH:10][CH:9]=[C:5]([C:6]([OH:8])=[O:7])[CH:4]=2)[CH:17]=[CH:18][C:19]=1[O:20][CH3:21])[CH3:12]. (4) Given the reactants [CH2:1]([O:19][C:20]1[CH:21]=[C:22]([CH2:45][NH2:46])[CH:23]=[C:24]([O:26][CH2:27][CH2:28][CH2:29][CH2:30][CH2:31][CH2:32][CH2:33][CH2:34]/[CH:35]=[CH:36]\[CH2:37]/[CH:38]=[CH:39]\[CH2:40][CH2:41][CH2:42][CH2:43][CH3:44])[CH:25]=1)[CH2:2][CH2:3][CH2:4][CH2:5][CH2:6][CH2:7][CH2:8]/[CH:9]=[CH:10]\[CH2:11]/[CH:12]=[CH:13]\[CH2:14][CH2:15][CH2:16][CH2:17][CH3:18].Cl.[CH3:48][N:49]([CH3:54])[CH2:50][C:51](O)=[O:52].CN(C(ON1N=NC2C=CC=NC1=2)=[N+](C)C)C.F[P-](F)(F)(F)(F)F.C(N(CC)CC)C, predict the reaction product. The product is: [CH2:1]([O:19][C:20]1[CH:21]=[C:22]([CH:23]=[C:24]([O:26][CH2:27][CH2:28][CH2:29][CH2:30][CH2:31][CH2:32][CH2:33][CH2:34]/[CH:35]=[CH:36]\[CH2:37]/[CH:38]=[CH:39]\[CH2:40][CH2:41][CH2:42][CH2:43][CH3:44])[CH:25]=1)[CH2:45][NH:46][C:51](=[O:52])[CH2:50][N:49]([CH3:54])[CH3:48])[CH2:2][CH2:3][CH2:4][CH2:5][CH2:6][CH2:7][CH2:8]/[CH:9]=[CH:10]\[CH2:11]/[CH:12]=[CH:13]\[CH2:14][CH2:15][CH2:16][CH2:17][CH3:18]. (5) Given the reactants Cl[C:2]1[N:7]=[C:6]([NH:8][C:9]2[NH:10][N:11]=[C:12]([O:14][CH:15]([CH3:17])[CH3:16])[CH:13]=2)[CH:5]=[CH:4][N:3]=1.[O:18]1[CH2:22][CH2:21][CH:20]([C:23]2[CH:27]=[C:26]([CH2:28][NH2:29])[O:25][N:24]=2)[CH2:19]1, predict the reaction product. The product is: [O:18]1[CH2:22][CH2:21][CH:20]([C:23]2[CH:27]=[C:26]([CH2:28][NH:29][C:2]3[N:7]=[C:6]([NH:8][C:9]4[NH:10][N:11]=[C:12]([O:14][CH:15]([CH3:17])[CH3:16])[CH:13]=4)[CH:5]=[CH:4][N:3]=3)[O:25][N:24]=2)[CH2:19]1.